From a dataset of Forward reaction prediction with 1.9M reactions from USPTO patents (1976-2016). Predict the product of the given reaction. (1) The product is: [CH2:20]([SiH:19]([CH2:22][CH3:23])[C:11]1[N:10]([CH2:9][O:8][CH3:7])[C:18]2[C:13]([CH:12]=1)=[CH:14][CH:15]=[CH:16][CH:17]=2)[CH3:21]. Given the reactants CC([O-])(C)C.[K+].[CH3:7][O:8][CH2:9][N:10]1[C:18]2[C:13](=[CH:14][CH:15]=[CH:16][CH:17]=2)[CH:12]=[CH:11]1.[SiH2:19]([CH2:22][CH3:23])[CH2:20][CH3:21], predict the reaction product. (2) Given the reactants C1(P(C2CCCCC2)C2C=CC=CC=2C2C(C(C)C)=CC(C(C)C)=CC=2C(C)C)CCCCC1.C(=O)([O-])[O-].[Cs+].[Cs+].Cl[C:42]1[C:43]([C:50]#[N:51])=[N:44][CH:45]=[C:46]([O:48][CH3:49])[CH:47]=1.ClC1C=C(OC)C(C#N)=NC=1.[CH2:63]([Si:65]([CH2:70][CH3:71])([CH2:68][CH3:69])[C:66]#[CH:67])[CH3:64], predict the reaction product. The product is: [CH3:49][O:48][C:46]1[CH:47]=[C:42]([C:64]#[C:63][Si:65]([CH2:70][CH3:71])([CH2:68][CH3:69])[CH2:66][CH3:67])[C:43]([C:50]#[N:51])=[N:44][CH:45]=1. (3) The product is: [Br:16][CH:4]([CH3:5])[C:3](=[O:6])[C:2]([CH3:8])([CH3:7])[CH3:1]. Given the reactants [CH3:1][C:2]([CH3:8])([CH3:7])[C:3](=[O:6])[CH2:4][CH3:5].C1C(=O)N([Br:16])C(=O)C1.O, predict the reaction product. (4) Given the reactants [CH3:1][S:2]([C:5]1[CH:6]=[CH:7][C:8]([O:11][CH2:12][CH2:13][C@@H:14]2[CH2:16][C@@H:15]2[CH:17]2[CH2:22][CH2:21][NH:20][CH2:19][CH2:18]2)=[N:9][CH:10]=1)(=[O:4])=[O:3].C(N(CC)CC)C.[C:30](=O)([O:36]N1C(=O)CCC1=O)[O:31][CH2:32][CH:33]1[CH2:35][CH2:34]1, predict the reaction product. The product is: [CH3:1][S:2]([C:5]1[CH:6]=[CH:7][C:8]([O:11][CH2:12][CH2:13][C@@H:14]2[CH2:16][C@@H:15]2[CH:17]2[CH2:22][CH2:21][N:20]([C:30]([O:31][CH2:32][CH:33]3[CH2:35][CH2:34]3)=[O:36])[CH2:19][CH2:18]2)=[N:9][CH:10]=1)(=[O:3])=[O:4]. (5) Given the reactants C1O[C:4]2([CH2:9][CH2:8][C:7](=[O:10])[CH2:6][CH2:5]2)OC1.[NH2:12][C:13]1[CH:14]=[C:15]2[C:19](=[CH:20][CH:21]=1)[NH:18][N:17]=[CH:16]2.C(O)(=O)C, predict the reaction product. The product is: [NH:18]1[C:19]2[C:15](=[CH:14][C:13]([NH:12][CH:4]3[CH2:5][CH2:6][C:7](=[O:10])[CH2:8][CH2:9]3)=[CH:21][CH:20]=2)[CH:16]=[N:17]1. (6) Given the reactants [Cl-].O[NH3+:3].[C:4](=[O:7])([O-])[OH:5].[Na+].CS(C)=O.[CH:13]1([C:16]2[S:53][C:19]3[N:20]([CH2:37][C:38]4[CH:43]=[CH:42][C:41]([C:44]5[C:45]([C:50]#[N:51])=[CH:46][CH:47]=[CH:48][CH:49]=5)=[CH:40][C:39]=4[F:52])[C:21](=[O:36])[N:22]([CH2:25][C:26]([C:28]4[CH:33]=[CH:32][C:31]([O:34][CH3:35])=[CH:30][CH:29]=4)=[O:27])[C:23](=[O:24])[C:18]=3[CH:17]=2)[CH2:15][CH2:14]1, predict the reaction product. The product is: [CH:13]1([C:16]2[S:53][C:19]3[N:20]([CH2:37][C:38]4[CH:43]=[CH:42][C:41]([C:44]5[CH:49]=[CH:48][CH:47]=[CH:46][C:45]=5[C:50]5[NH:3][C:4](=[O:7])[O:5][N:51]=5)=[CH:40][C:39]=4[F:52])[C:21](=[O:36])[N:22]([CH2:25][C:26]([C:28]4[CH:33]=[CH:32][C:31]([O:34][CH3:35])=[CH:30][CH:29]=4)=[O:27])[C:23](=[O:24])[C:18]=3[CH:17]=2)[CH2:15][CH2:14]1. (7) Given the reactants CCN(C(C)C)C(C)C.[NH2:10][C:11]1[CH:16]=[CH:15][CH:14]=[CH:13][C:12]=1[NH:17][C:18](=[O:24])[O:19][C:20]([CH3:23])([CH3:22])[CH3:21].[CH2:25]([O:27][P:28]([CH2:33][C:34](O)=[O:35])([O:30][CH2:31][CH3:32])=[O:29])[CH3:26].CN(C(ON1N=NC2C=CC=NC1=2)=[N+](C)C)C.F[P-](F)(F)(F)(F)F, predict the reaction product. The product is: [C:20]([O:19][C:18](=[O:24])[NH:17][C:12]1[CH:13]=[CH:14][CH:15]=[CH:16][C:11]=1[NH:10][C:34](=[O:35])[CH2:33][P:28]([O:30][CH2:31][CH3:32])([O:27][CH2:25][CH3:26])=[O:29])([CH3:21])([CH3:23])[CH3:22].